Dataset: NCI-60 drug combinations with 297,098 pairs across 59 cell lines. Task: Regression. Given two drug SMILES strings and cell line genomic features, predict the synergy score measuring deviation from expected non-interaction effect. (1) Drug 1: CC(C1=C(C=CC(=C1Cl)F)Cl)OC2=C(N=CC(=C2)C3=CN(N=C3)C4CCNCC4)N. Drug 2: C1CCC(C(C1)N)N.C(=O)(C(=O)[O-])[O-].[Pt+4]. Cell line: HCC-2998. Synergy scores: CSS=33.0, Synergy_ZIP=0.567, Synergy_Bliss=3.83, Synergy_Loewe=0.604, Synergy_HSA=3.83. (2) Cell line: HL-60(TB). Synergy scores: CSS=68.9, Synergy_ZIP=-2.31, Synergy_Bliss=-5.01, Synergy_Loewe=-14.1, Synergy_HSA=-3.53. Drug 1: CC1OCC2C(O1)C(C(C(O2)OC3C4COC(=O)C4C(C5=CC6=C(C=C35)OCO6)C7=CC(=C(C(=C7)OC)O)OC)O)O. Drug 2: CC=C1C(=O)NC(C(=O)OC2CC(=O)NC(C(=O)NC(CSSCCC=C2)C(=O)N1)C(C)C)C(C)C. (3) Drug 1: CCCS(=O)(=O)NC1=C(C(=C(C=C1)F)C(=O)C2=CNC3=C2C=C(C=N3)C4=CC=C(C=C4)Cl)F. Drug 2: CN1CCC(CC1)COC2=C(C=C3C(=C2)N=CN=C3NC4=C(C=C(C=C4)Br)F)OC. Cell line: HCT116. Synergy scores: CSS=7.17, Synergy_ZIP=1.36, Synergy_Bliss=3.25, Synergy_Loewe=-1.01, Synergy_HSA=0.216. (4) Drug 1: C1C(C(OC1N2C=C(C(=O)NC2=O)F)CO)O. Drug 2: C(CC(=O)O)C(=O)CN.Cl. Cell line: CAKI-1. Synergy scores: CSS=19.1, Synergy_ZIP=-2.07, Synergy_Bliss=-1.56, Synergy_Loewe=-4.64, Synergy_HSA=-4.63. (5) Drug 1: CC1OCC2C(O1)C(C(C(O2)OC3C4COC(=O)C4C(C5=CC6=C(C=C35)OCO6)C7=CC(=C(C(=C7)OC)O)OC)O)O. Drug 2: CC1CCC2CC(C(=CC=CC=CC(CC(C(=O)C(C(C(=CC(C(=O)CC(OC(=O)C3CCCCN3C(=O)C(=O)C1(O2)O)C(C)CC4CCC(C(C4)OC)OCCO)C)C)O)OC)C)C)C)OC. Cell line: A498. Synergy scores: CSS=40.0, Synergy_ZIP=3.29, Synergy_Bliss=4.18, Synergy_Loewe=8.97, Synergy_HSA=10.8. (6) Drug 1: C1CCC(CC1)NC(=O)N(CCCl)N=O. Drug 2: CCC1(CC2CC(C3=C(CCN(C2)C1)C4=CC=CC=C4N3)(C5=C(C=C6C(=C5)C78CCN9C7C(C=CC9)(C(C(C8N6C=O)(C(=O)OC)O)OC(=O)C)CC)OC)C(=O)OC)O.OS(=O)(=O)O. Cell line: CAKI-1. Synergy scores: CSS=19.7, Synergy_ZIP=-4.58, Synergy_Bliss=-0.294, Synergy_Loewe=2.88, Synergy_HSA=2.25. (7) Drug 1: C1CCC(C1)C(CC#N)N2C=C(C=N2)C3=C4C=CNC4=NC=N3. Drug 2: C1=CC(=CC=C1CC(C(=O)O)N)N(CCCl)CCCl.Cl. Cell line: MDA-MB-231. Synergy scores: CSS=16.3, Synergy_ZIP=-3.38, Synergy_Bliss=0.587, Synergy_Loewe=-1.72, Synergy_HSA=0.363. (8) Drug 1: CC1=C(N=C(N=C1N)C(CC(=O)N)NCC(C(=O)N)N)C(=O)NC(C(C2=CN=CN2)OC3C(C(C(C(O3)CO)O)O)OC4C(C(C(C(O4)CO)O)OC(=O)N)O)C(=O)NC(C)C(C(C)C(=O)NC(C(C)O)C(=O)NCCC5=NC(=CS5)C6=NC(=CS6)C(=O)NCCC[S+](C)C)O. Drug 2: B(C(CC(C)C)NC(=O)C(CC1=CC=CC=C1)NC(=O)C2=NC=CN=C2)(O)O. Cell line: NCI-H322M. Synergy scores: CSS=37.4, Synergy_ZIP=3.93, Synergy_Bliss=5.40, Synergy_Loewe=-30.7, Synergy_HSA=4.59. (9) Drug 1: CNC(=O)C1=CC=CC=C1SC2=CC3=C(C=C2)C(=NN3)C=CC4=CC=CC=N4. Cell line: SF-539. Drug 2: CCC1(C2=C(COC1=O)C(=O)N3CC4=CC5=C(C=CC(=C5CN(C)C)O)N=C4C3=C2)O.Cl. Synergy scores: CSS=26.6, Synergy_ZIP=-11.9, Synergy_Bliss=-6.42, Synergy_Loewe=-5.09, Synergy_HSA=-4.79. (10) Drug 1: CC1C(C(=O)NC(C(=O)N2CCCC2C(=O)N(CC(=O)N(C(C(=O)O1)C(C)C)C)C)C(C)C)NC(=O)C3=C4C(=C(C=C3)C)OC5=C(C(=O)C(=C(C5=N4)C(=O)NC6C(OC(=O)C(N(C(=O)CN(C(=O)C7CCCN7C(=O)C(NC6=O)C(C)C)C)C)C(C)C)C)N)C. Drug 2: CC1=C(C=C(C=C1)C(=O)NC2=CC(=CC(=C2)C(F)(F)F)N3C=C(N=C3)C)NC4=NC=CC(=N4)C5=CN=CC=C5. Cell line: HCT-15. Synergy scores: CSS=-3.34, Synergy_ZIP=2.39, Synergy_Bliss=-0.909, Synergy_Loewe=-3.60, Synergy_HSA=-3.87.